From a dataset of Forward reaction prediction with 1.9M reactions from USPTO patents (1976-2016). Predict the product of the given reaction. (1) Given the reactants [N:1]1([C:6]2[N:7]=[CH:8][C:9]3[CH2:14][CH:13]([C:15]([O:17]C)=[O:16])[CH2:12][C:10]=3[N:11]=2)[CH:5]=[N:4][N:3]=[N:2]1.N1(C2N=C3CCC(C(O)=O)C3=CC=2)C=NN=N1, predict the reaction product. The product is: [N:1]1([C:6]2[N:7]=[CH:8][C:9]3[CH2:14][CH:13]([C:15]([OH:17])=[O:16])[CH2:12][C:10]=3[N:11]=2)[CH:5]=[N:4][N:3]=[N:2]1. (2) Given the reactants [Br:1][C:2]1[CH:10]=[C:9](Cl)[CH:8]=[C:7]2[C:3]=1[CH2:4][CH:5]([CH3:13])[C:6]2=O.[BH4-].[Na+].Cl, predict the reaction product. The product is: [Br:1][C:2]1[CH:10]=[CH:9][CH:8]=[C:7]2[C:3]=1[CH2:4][C:5]([CH3:13])=[CH:6]2.